From a dataset of Catalyst prediction with 721,799 reactions and 888 catalyst types from USPTO. Predict which catalyst facilitates the given reaction. (1) Reactant: FC1C=C(CCC(O)=O)C=C[C:7]=1[O:8]C.Br[C:16]1[S:17][C:18]2[CH:24]=[C:23]([C:25]3[CH:26]=[C:27]([CH2:39][CH2:40][C:41]([O:43]CC)=[O:42])[CH:28]=[CH:29][C:30]=3[O:31][CH2:32][CH:33]3[CH2:38][CH2:37][CH2:36]C[CH2:34]3)[CH:22]=[CH:21][C:19]=2[N:20]=1. Product: [CH:33]1([CH2:32][O:31][C:30]2[CH:29]=[CH:28][C:27]([CH2:39][CH2:40][C:41]([OH:43])=[O:42])=[CH:26][C:25]=2[C:23]2[CH:22]=[CH:21][C:19]3[N:20]=[C:16]([O:8][CH3:7])[S:17][C:18]=3[CH:24]=2)[CH2:34][CH2:36][CH2:37][CH2:38]1. The catalyst class is: 74. (2) Reactant: [C:1]([C:3]1[CH:8]=[CH:7][C:6]([C:9]2[N:14]=[C:13]([NH:15][CH3:16])[N:12]=[C:11]([N:17]3[C@H:22]([C:23]([F:26])([F:25])[F:24])[CH2:21][CH2:20][C@H:19]([C:27]([NH:29][CH:30]4[CH2:34][CH2:33][CH2:32][CH2:31]4)=O)[CH2:18]3)[CH:10]=2)=[CH:5][C:4]=1F)#[N:2].[OH2:36].[NH2:37][NH2:38]. Product: [NH2:2][C:1]1[C:3]2[C:4](=[CH:5][C:6]([C:9]3[N:14]=[C:13]([NH:15][CH3:16])[N:12]=[C:11]([N:17]4[C@H:22]([C:23]([F:26])([F:25])[F:24])[CH2:21][CH2:20][C@H:19]([C:27]([NH:29][CH:30]5[CH2:31][CH2:32][CH2:33][CH2:34]5)=[O:36])[CH2:18]4)[CH:10]=3)=[CH:7][CH:8]=2)[NH:38][N:37]=1. The catalyst class is: 8. (3) Reactant: [CH2:1]([O:4][N:5]([C@H:18]1[C:23]([CH2:24][O:25][CH3:26])=[CH:22][CH:21]([CH2:27][O:28][Si:29]([C:32]([CH3:35])([CH3:34])[CH3:33])([CH3:31])[CH3:30])[NH:20][CH2:19]1)S(C1C=CC=CC=1[N+]([O-])=O)(=O)=O)[CH:2]=[CH2:3].C([O-])([O-])=O.[K+].[K+].C1(S)C=CC=CC=1. Product: [CH2:1]([O:4][NH:5][C@H:18]1[C:23]([CH2:24][O:25][CH3:26])=[CH:22][CH:21]([CH2:27][O:28][Si:29]([C:32]([CH3:35])([CH3:34])[CH3:33])([CH3:30])[CH3:31])[NH:20][CH2:19]1)[CH:2]=[CH2:3]. The catalyst class is: 10. (4) Reactant: C([O:3][C:4]([C:6]1[N:7]([C:26]2[CH:31]=[CH:30][C:29]([O:32][CH:33]([CH3:35])[CH3:34])=[CH:28][CH:27]=2)[C:8]2[C:13]([C:14]=1[Cl:15])=[CH:12][C:11]([C:16]1[CH:21]=[CH:20][C:19]([C:22]([F:25])([F:24])[F:23])=[CH:18][N:17]=1)=[CH:10][CH:9]=2)=[O:5])C.[OH-].[Na+].Cl. The catalyst class is: 38. Product: [Cl:15][C:14]1[C:13]2[C:8](=[CH:9][CH:10]=[C:11]([C:16]3[CH:21]=[CH:20][C:19]([C:22]([F:23])([F:25])[F:24])=[CH:18][N:17]=3)[CH:12]=2)[N:7]([C:26]2[CH:31]=[CH:30][C:29]([O:32][CH:33]([CH3:34])[CH3:35])=[CH:28][CH:27]=2)[C:6]=1[C:4]([OH:5])=[O:3]. (5) Reactant: [Cl:1][C:2]1[CH:7]=[CH:6][C:5]([CH2:8][C@@H:9]([NH:27]C(OC(C)(C)C)=O)[C:10]([N:12]2[CH2:17][CH2:16][N:15]([C:18]3[CH:23]=[CH:22][CH:21]=[CH:20][C:19]=3[N+:24]([O-:26])=[O:25])[CH2:14][CH2:13]2)=[O:11])=[CH:4][CH:3]=1.Cl.[CH2:36]1[C:45]2[C:40](=[CH:41][CH:42]=[CH:43][CH:44]=2)[CH2:39][N:38]([C:46]([O:48][CH2:49][CH:50]2[C:62]3[C:57](=[CH:58][CH:59]=[CH:60][CH:61]=3)[C:56]3[C:51]2=[CH:52][CH:53]=[CH:54][CH:55]=3)=[O:47])[C@H:37]1[C:63]([OH:65])=O.CCN=C=NCCCN(C)C.CI.C1C=NC2N(O)N=NC=2C=1. Product: [Cl:1][C:2]1[CH:7]=[CH:6][C:5]([CH2:8][C@@H:9]([NH:27][C:63]([C@H:37]2[CH2:36][C:45]3[C:40](=[CH:41][CH:42]=[CH:43][CH:44]=3)[CH2:39][N:38]2[C:46]([O:48][CH2:49][CH:50]2[C:62]3[CH:61]=[CH:60][CH:59]=[CH:58][C:57]=3[C:56]3[C:51]2=[CH:52][CH:53]=[CH:54][CH:55]=3)=[O:47])=[O:65])[C:10]([N:12]2[CH2:13][CH2:14][N:15]([C:18]3[CH:23]=[CH:22][CH:21]=[CH:20][C:19]=3[N+:24]([O-:26])=[O:25])[CH2:16][CH2:17]2)=[O:11])=[CH:4][CH:3]=1. The catalyst class is: 25. (6) Reactant: Br[C:2]1[CH:3]=[C:4]([F:9])[CH:5]=[C:6]([Br:8])[CH:7]=1.[Cu](C#N)[C:11]#[N:12]. Product: [Br:8][C:6]1[CH:7]=[C:2]([CH:3]=[C:4]([F:9])[CH:5]=1)[C:11]#[N:12]. The catalyst class is: 3.